Dataset: Catalyst prediction with 721,799 reactions and 888 catalyst types from USPTO. Task: Predict which catalyst facilitates the given reaction. (1) Product: [I-:5].[NH2:1][C:2]([S:3][CH2:6][C:7]1[N:8]=[C:9]([CH:12]2[CH2:13][CH2:14][N:15]([C:18]([O:20][C:21]([CH3:24])([CH3:23])[CH3:22])=[O:19])[CH2:16][CH2:17]2)[S:10][CH:11]=1)=[NH2+:4]. The catalyst class is: 8. Reactant: [NH2:1][C:2]([NH2:4])=[S:3].[I:5][CH2:6][C:7]1[N:8]=[C:9]([CH:12]2[CH2:17][CH2:16][N:15]([C:18]([O:20][C:21]([CH3:24])([CH3:23])[CH3:22])=[O:19])[CH2:14][CH2:13]2)[S:10][CH:11]=1. (2) Reactant: [O:1]=[C:2]1[NH:7][N:6]=[C:5]([N:8]2[C:16]3[C:11](=[CH:12][CH:13]=[CH:14][CH:15]=3)[CH2:10][C@H:9]2[C:17]([O:19][CH3:20])=[O:18])[CH:4]=[CH:3]1.[CH2:21](Br)[C:22]1[CH:27]=[CH:26][CH:25]=[CH:24][CH:23]=1.C(=O)([O-])[O-].[K+].[K+]. Product: [CH2:21]([N:7]1[C:2](=[O:1])[CH:3]=[CH:4][C:5]([N:8]2[C:16]3[C:11](=[CH:12][CH:13]=[CH:14][CH:15]=3)[CH2:10][C@H:9]2[C:17]([O:19][CH3:20])=[O:18])=[N:6]1)[C:22]1[CH:27]=[CH:26][CH:25]=[CH:24][CH:23]=1. The catalyst class is: 9. (3) Reactant: C[O:2][C:3](=[O:36])[C@@H:4]([NH:14][C:15]([C:17]1[C:18]([CH3:35])=[N:19][C:20]([O:24][CH2:25][CH2:26][CH2:27][C:28]2[CH:33]=[CH:32][CH:31]=[C:30]([OH:34])[CH:29]=2)=[N:21][C:22]=1[CH3:23])=[O:16])[CH2:5][NH:6][C:7]([C:9]1[S:10][CH:11]=[CH:12][CH:13]=1)=[O:8].O. Product: [OH:34][C:30]1[CH:29]=[C:28]([CH2:27][CH2:26][CH2:25][O:24][C:20]2[N:19]=[C:18]([CH3:35])[C:17]([C:15]([NH:14][C@@H:4]([CH2:5][NH:6][C:7]([C:9]3[S:10][CH:11]=[CH:12][CH:13]=3)=[O:8])[C:3]([OH:36])=[O:2])=[O:16])=[C:22]([CH3:23])[N:21]=2)[CH:33]=[CH:32][CH:31]=1. The catalyst class is: 5. (4) Reactant: [Si:1]([O:8][CH2:9][C:10]1[S:14][C:13]([Cl:15])=[C:12]([CH:16]([OH:27])[C:17]2[CH:22]=[C:21]([Cl:23])[N:20]=[CH:19][C:18]=2[CH2:24][CH2:25]O)[CH:11]=1)([C:4]([CH3:7])([CH3:6])[CH3:5])([CH3:3])[CH3:2].N1C=CC=CC=1.C1(P(C2C=CC=CC=2)C2C=CC=CC=2)C=CC=CC=1.[I:53]I. Product: [Si:1]([O:8][CH2:9][C:10]1[S:14][C:13]([Cl:15])=[C:12]([CH:16]([C:17]2[C:18]([CH2:24][CH2:25][I:53])=[CH:19][N:20]=[C:21]([Cl:23])[CH:22]=2)[OH:27])[CH:11]=1)([C:4]([CH3:7])([CH3:6])[CH3:5])([CH3:3])[CH3:2]. The catalyst class is: 48.